Task: Predict the product of the given reaction.. Dataset: Forward reaction prediction with 1.9M reactions from USPTO patents (1976-2016) (1) Given the reactants O.Cl.[NH:3]1[CH2:8][CH2:7][C:6](=[O:9])[CH2:5][CH2:4]1.CC[NH+](CC)CC.CC[NH+](CC)CC.C([O-])([O-])=O.[S:28]1[CH:32]=[CH:31][CH:30]=[C:29]1[C:33](O)=[O:34].Cl.CN(C)CCCN=C=NCC, predict the reaction product. The product is: [S:28]1[CH:32]=[CH:31][CH:30]=[C:29]1[C:33]([N:3]1[CH2:8][CH2:7][C:6](=[O:9])[CH2:5][CH2:4]1)=[O:34]. (2) Given the reactants C(=O)([O-])[O-].[K+].[K+].C([O:10][C:11]1[CH:12]=[N:13][C:14]([Cl:18])=[C:15]([CH3:17])[CH:16]=1)(=O)C, predict the reaction product. The product is: [Cl:18][C:14]1[N:13]=[CH:12][C:11]([OH:10])=[CH:16][C:15]=1[CH3:17]. (3) Given the reactants C(OC([N:8]1[CH2:13][CH2:12][CH:11]([C:14]2[CH:19]=[CH:18][C:17]([NH:20][C:21]3[N:38]=[C:24]4[C:25]([C:29]5[CH:34]=[CH:33][C:32]([O:35][CH3:36])=[CH:31][C:30]=5[F:37])=[CH:26][CH:27]=[CH:28][N:23]4[N:22]=3)=[CH:16][CH:15]=2)[CH2:10][CH2:9]1)=O)(C)(C)C.FC(F)(F)C(O)=O, predict the reaction product. The product is: [F:37][C:30]1[CH:31]=[C:32]([O:35][CH3:36])[CH:33]=[CH:34][C:29]=1[C:25]1[C:24]2[N:23]([N:22]=[C:21]([NH:20][C:17]3[CH:18]=[CH:19][C:14]([CH:11]4[CH2:10][CH2:9][NH:8][CH2:13][CH2:12]4)=[CH:15][CH:16]=3)[N:38]=2)[CH:28]=[CH:27][CH:26]=1. (4) Given the reactants [NH2:1][C:2]1[CH:7]=[CH:6][CH:5]=[CH:4][CH:3]=1.C(N(CC)CC)C.Br[CH2:16][C:17]([O:19][CH2:20][CH3:21])=[O:18].[Br-], predict the reaction product. The product is: [CH3:20][O:19][C:17](=[O:18])[C:5]1[CH:6]=[CH:7][C:2]([NH:1][CH2:16][C:17]([O:19][CH2:20][CH3:21])=[O:18])=[CH:3][CH:4]=1.